Dataset: Forward reaction prediction with 1.9M reactions from USPTO patents (1976-2016). Task: Predict the product of the given reaction. Given the reactants Cl[C:2]1[N:3]([C@@H:15]2[O:21][C@H:20]([CH2:22][OH:23])[C@@H:18]([OH:19])[C@H:16]2[OH:17])[C:4]2[C:9]([C:10]=1[CH:11]=[O:12])=[CH:8][C:7]([Cl:13])=[C:6]([Cl:14])[CH:5]=2.CO.C(Cl)(Cl)Cl.CO.O.[CH2:33]([NH2:35])C, predict the reaction product. The product is: [Cl:13][C:7]1[CH:8]=[C:9]2[C:4](=[CH:5][C:6]=1[Cl:14])[N:3]([C@@H:15]1[O:21][C@H:20]([CH2:22][OH:23])[C@@H:18]([OH:19])[C@H:16]1[OH:17])[C:2]([NH:35][CH3:33])=[C:10]2[CH:11]=[O:12].